Task: Predict the reactants needed to synthesize the given product.. Dataset: Full USPTO retrosynthesis dataset with 1.9M reactions from patents (1976-2016) (1) Given the product [C:37]([NH:38][C:17]([C:15]1[C:14](=[O:20])[N:13]([C@H:21]2[C:29]3[C:24](=[C:25]([C:30]([F:31])([F:33])[F:32])[CH:26]=[CH:27][CH:28]=3)[CH2:23][CH2:22]2)[C:12](=[O:34])[N:11]([C:9]2[CH:8]=[CH:7][C:6]3[N:2]([CH3:1])[C:3](=[O:35])[O:4][C:5]=3[CH:10]=2)[CH:16]=1)=[O:18])#[N:36], predict the reactants needed to synthesize it. The reactants are: [CH3:1][N:2]1[C:6]2[CH:7]=[CH:8][C:9]([N:11]3[CH:16]=[C:15]([C:17](O)=[O:18])[C:14](=[O:20])[N:13]([C@H:21]4[C:29]5[C:24](=[C:25]([C:30]([F:33])([F:32])[F:31])[CH:26]=[CH:27][CH:28]=5)[CH2:23][CH2:22]4)[C:12]3=[O:34])=[CH:10][C:5]=2[O:4][C:3]1=[O:35].[N:36]#[C:37][NH2:38].C1(N=C=NC2CCCCC2)CCCCC1. (2) Given the product [Cl:1][C:2]1[CH:7]=[CH:6][C:5]([NH:8][C:9]([C:11]2[CH:16]=[CH:15][C:14]([CH:36]([OH:37])[C:29]3[C:30]4[C:31](=[N:32][CH:33]=[CH:34][CH:35]=4)[N:27]([Si:26]([CH:38]([CH3:40])[CH3:39])([CH:41]([CH3:43])[CH3:42])[CH:23]([CH3:24])[CH3:25])[CH:28]=3)=[CH:13][N:12]=2)=[O:10])=[CH:4][CH:3]=1, predict the reactants needed to synthesize it. The reactants are: [Cl:1][C:2]1[CH:7]=[CH:6][C:5]([NH:8][C:9]([C:11]2[CH:16]=[CH:15][C:14](Br)=[CH:13][N:12]=2)=[O:10])=[CH:4][CH:3]=1.C([Li])(C)(C)C.[CH:23]([Si:26]([CH:41]([CH3:43])[CH3:42])([CH:38]([CH3:40])[CH3:39])[N:27]1[C:31]2=[N:32][CH:33]=[CH:34][CH:35]=[C:30]2[C:29]([CH:36]=[O:37])=[CH:28]1)([CH3:25])[CH3:24].O.